This data is from Catalyst prediction with 721,799 reactions and 888 catalyst types from USPTO. The task is: Predict which catalyst facilitates the given reaction. Reactant: [F:1][C:2]1[CH:7]=[C:6]([O:8][C:9]2[CH:14]=[CH:13][CH:12]=[CH:11][CH:10]=2)[CH:5]=[CH:4][C:3]=1[C:15]1[C:23]2[C:18](=[N:19][CH:20]=[N:21][C:22]=2[NH2:24])[NH:17][N:16]=1.O[CH2:26][CH:27]1[CH2:30][CH2:29][N:28]1[C:31]([O:33][C:34]([CH3:37])([CH3:36])[CH3:35])=[O:32].C1C=CC(P(C2C=CC=CC=2)C2C=CC=CC=2)=CC=1.CC(OC(/N=N/C(OC(C)C)=O)=O)C. Product: [NH2:24][C:22]1[N:21]=[CH:20][N:19]=[C:18]2[N:17]([CH2:26][CH:27]3[CH2:30][CH2:29][N:28]3[C:31]([O:33][C:34]([CH3:35])([CH3:37])[CH3:36])=[O:32])[N:16]=[C:15]([C:3]3[CH:4]=[CH:5][C:6]([O:8][C:9]4[CH:10]=[CH:11][CH:12]=[CH:13][CH:14]=4)=[CH:7][C:2]=3[F:1])[C:23]=12. The catalyst class is: 1.